From a dataset of Catalyst prediction with 721,799 reactions and 888 catalyst types from USPTO. Predict which catalyst facilitates the given reaction. (1) Reactant: [F:1][C:2]1[CH:9]=[CH:8][C:5]([CH:6]=O)=[C:4]([OH:10])[CH:3]=1.[CH3:11][O:12][C:13](=[O:34])[CH:14]=P(C1C=CC=CC=1)(C1C=CC=CC=1)C1C=CC=CC=1. Product: [F:1][C:2]1[CH:9]=[CH:8][C:5](/[CH:6]=[CH:14]/[C:13]([O:12][CH3:11])=[O:34])=[C:4]([OH:10])[CH:3]=1. The catalyst class is: 266. (2) Reactant: [CH2:1](Br)[C:2]1[CH:7]=[CH:6][CH:5]=[CH:4][CH:3]=1.[N-:9]=[N+:10]=[N-:11].[Na+].[I-].[Na+]. Product: [CH2:1]([N:9]=[N+:10]=[N-:11])[C:2]1[CH:7]=[CH:6][CH:5]=[CH:4][CH:3]=1. The catalyst class is: 16.